Dataset: Full USPTO retrosynthesis dataset with 1.9M reactions from patents (1976-2016). Task: Predict the reactants needed to synthesize the given product. (1) Given the product [Br:1][C:2]1[C:3]2[C:4](=[CH:8][N:9]([C:11]3[C:16]([Cl:17])=[CH:15][CH:14]=[CH:13][C:12]=3[Cl:18])[N:10]=2)[CH:5]=[N+:6]([O-:19])[CH:7]=1, predict the reactants needed to synthesize it. The reactants are: [Br:1][C:2]1[C:3]2[C:4](=[CH:8][N:9]([C:11]3[C:16]([Cl:17])=[CH:15][CH:14]=[CH:13][C:12]=3[Cl:18])[N:10]=2)[CH:5]=[N:6][CH:7]=1.[OH:19]O. (2) Given the product [CH3:24][C@H:23]1[CH2:22][NH:21][CH2:20][C@@H:19]([CH3:32])[N:18]1[C:16]([O:5][CH2:4][C:3]1[CH:6]=[C:7]([O:10][CH2:13][CH:12]=[CH2:11])[CH:8]=[CH:9][C:2]=1[F:1])=[O:17], predict the reactants needed to synthesize it. The reactants are: [F:1][C:2]1[CH:9]=[CH:8][C:7]([OH:10])=[CH:6][C:3]=1[CH2:4][OH:5].[CH2:11](Br)[CH:12]=[CH2:13].Cl[C:16]([N:18]1[C@H:23]([CH3:24])[CH2:22][N:21](C(OC(C)(C)C)=O)[CH2:20][C@@H:19]1[CH3:32])=[O:17].